This data is from Peptide-MHC class I binding affinity with 185,985 pairs from IEDB/IMGT. The task is: Regression. Given a peptide amino acid sequence and an MHC pseudo amino acid sequence, predict their binding affinity value. This is MHC class I binding data. (1) The peptide sequence is LAYFPVFRFLNGS. The MHC is HLA-C06:02 with pseudo-sequence HLA-C06:02. The binding affinity (normalized) is 0.0533. (2) The peptide sequence is LVGGVLAAL. The MHC is Patr-B0101 with pseudo-sequence Patr-B0101. The binding affinity (normalized) is 0. (3) The MHC is HLA-B27:03 with pseudo-sequence HLA-B27:03. The binding affinity (normalized) is 0.0847. The peptide sequence is YTENTSSYY. (4) The MHC is HLA-A26:01 with pseudo-sequence HLA-A26:01. The binding affinity (normalized) is 0.107. The peptide sequence is STKAACPTM. (5) The peptide sequence is MWSLMYFHR. The MHC is HLA-A33:01 with pseudo-sequence HLA-A33:01. The binding affinity (normalized) is 0.971. (6) The peptide sequence is YVIKVSKRV. The MHC is Patr-B0101 with pseudo-sequence Patr-B0101. The binding affinity (normalized) is 0. (7) The peptide sequence is LLLCLIFLLV. The MHC is HLA-A02:02 with pseudo-sequence HLA-A02:02. The binding affinity (normalized) is 0.439.